Dataset: Reaction yield outcomes from USPTO patents with 853,638 reactions. Task: Predict the reaction yield, written as a fraction of the theoretical maximum amount of product (1.0 means a 100% yield; for example, 0.34 means a 34% yield). The reactants are [CH2:1]([N:5]1[C:9](=[O:10])[C:8]2=[CH:11][CH:12]=[CH:13][CH:14]=[C:7]2[C:6]1=[O:15])[CH2:2][C:3]#[CH:4].[N:16]([CH2:19][O:20][C:21](=[O:26])[C:22]([CH3:25])([CH3:24])[CH3:23])=[N+:17]=[N-:18].O=C1O[C@H]([C@H](CO)O)C([O-])=C1O.[Na+].N. The catalyst is [O-]S([O-])(=O)=O.[Cu+2].O.C(O)(C)(C)C. The product is [O:15]=[C:6]1[C:7]2[C:8](=[CH:11][CH:12]=[CH:13][CH:14]=2)[C:9](=[O:10])[N:5]1[CH2:1][CH2:2][C:3]1[N:18]=[N:17][N:16]([CH2:19][O:20][C:21](=[O:26])[C:22]([CH3:24])([CH3:23])[CH3:25])[CH:4]=1. The yield is 0.880.